Task: Predict the reaction yield, written as a fraction of the theoretical maximum amount of product (1.0 means a 100% yield; for example, 0.34 means a 34% yield).. Dataset: Reaction yield outcomes from USPTO patents with 853,638 reactions The reactants are [CH2:1]([OH:8])[C:2]1[CH:7]=[CH:6][CH:5]=[CH:4][CH:3]=1.Cl[S:10]([N:13]=[C:14]=[O:15])(=[O:12])=[O:11].NC[CH2:18][C:19]1[CH:24]=[N:23][C:22]([CH3:25])=[CH:21][N:20]=1.Cl.C(#[N:29])C. The product is [CH3:25][C:22]1[N:23]=[CH:24][C:19]([CH2:18][NH:29][S:10]([NH:13][C:14](=[O:15])[O:8][CH2:1][C:2]2[CH:7]=[CH:6][CH:5]=[CH:4][CH:3]=2)(=[O:12])=[O:11])=[N:20][CH:21]=1. The yield is 0.530. The catalyst is N1C=CC=CC=1.